Dataset: Forward reaction prediction with 1.9M reactions from USPTO patents (1976-2016). Task: Predict the product of the given reaction. (1) The product is: [Cl:1][C:2]1[CH:3]=[C:4]([N:8]2[CH:12]=[C:11]([C:13]([OH:15])=[O:17])[CH:10]=[N:9]2)[CH:5]=[CH:6][CH:7]=1. Given the reactants [Cl:1][C:2]1[CH:3]=[C:4]([N:8]2[CH:12]=[C:11]([C:13](=[O:15])C)[CH:10]=[N:9]2)[CH:5]=[CH:6][CH:7]=1.C[OH:17], predict the reaction product. (2) Given the reactants [NH2:1][C:2]1[C:7]([CH:8]=O)=[CH:6][N:5]=[C:4]([S:10][CH3:11])[N:3]=1.[NH2:12][C:13]1[C:14]([Cl:23])=[C:15]([CH2:20][C:21]#[N:22])[C:16]([Cl:19])=[CH:17][CH:18]=1.C([O-])([O-])=O.[K+].[K+], predict the reaction product. The product is: [NH2:12][C:13]1[C:14]([Cl:23])=[C:15]([C:20]2[C:21]([NH2:22])=[N:1][C:2]3[N:3]=[C:4]([S:10][CH3:11])[N:5]=[CH:6][C:7]=3[CH:8]=2)[C:16]([Cl:19])=[CH:17][CH:18]=1. (3) The product is: [Si:1]([O:8][CH2:9][C:10]1([CH3:30])[S:16][CH2:15][CH2:14][N:13]2[C:17]([C:20]3([C:23]4[CH:28]=[CH:27][C:26]([C:34]5[CH:35]=[CH:36][N:31]=[CH:32][CH:33]=5)=[CH:25][CH:24]=4)[CH2:22][CH2:21]3)=[N:18][N:19]=[C:12]2[CH2:11]1)([C:4]([CH3:7])([CH3:6])[CH3:5])([CH3:3])[CH3:2]. Given the reactants [Si:1]([O:8][CH2:9][C:10]1([CH3:30])[S:16][CH2:15][CH2:14][N:13]2[C:17]([C:20]3([C:23]4[CH:28]=[CH:27][C:26](Cl)=[CH:25][CH:24]=4)[CH2:22][CH2:21]3)=[N:18][N:19]=[C:12]2[CH2:11]1)([C:4]([CH3:7])([CH3:6])[CH3:5])([CH3:3])[CH3:2].[N:31]1[CH:36]=[CH:35][C:34](B(O)O)=[CH:33][CH:32]=1.C1(P(C2CCCCC2)C2CCCCC2)CCCCC1.P([O-])([O-])([O-])=O.[K+].[K+].[K+].C(=O)([O-])O.[Na+], predict the reaction product. (4) Given the reactants [NH2:1][C:2]1[N:7]=[CH:6][C:5]([C:8]([N:10]2[CH2:15][CH2:14][O:13][CH2:12][CH2:11]2)=[O:9])=[CH:4][CH:3]=1.Br[C:17]1[C:22](=[O:23])[N:21]([CH3:24])[C:20]2[CH2:25][C@@H:26]([O:50][Si:51]([C:54]([CH3:57])([CH3:56])[CH3:55])([CH3:53])[CH3:52])[CH2:27][C:28]3[C:33]([N:34]4[N:43]=[CH:42][C:41]5[C:36](=[C:37]([F:48])[CH:38]=[C:39]([C:44]([CH3:47])([CH3:46])[CH3:45])[CH:40]=5)[C:35]4=[O:49])=[CH:32][CH:31]=[CH:30][C:29]=3[C:19]=2[CH:18]=1.C(=O)([O-])[O-].[Cs+].[Cs+].C1(P(C2C=CC=CC=2)C2C3OC4C(=CC=CC=4P(C4C=CC=CC=4)C4C=CC=CC=4)C(C)(C)C=3C=CC=2)C=CC=CC=1, predict the reaction product. The product is: [Si:51]([O:50][C@@H:26]1[CH2:25][C:20]2[N:21]([CH3:24])[C:22](=[O:23])[C:17]([NH:1][C:2]3[CH:3]=[CH:4][C:5]([C:8]([N:10]4[CH2:15][CH2:14][O:13][CH2:12][CH2:11]4)=[O:9])=[CH:6][N:7]=3)=[CH:18][C:19]=2[C:29]2[CH:30]=[CH:31][CH:32]=[C:33]([N:34]3[N:43]=[CH:42][C:41]4[C:36](=[C:37]([F:48])[CH:38]=[C:39]([C:44]([CH3:47])([CH3:46])[CH3:45])[CH:40]=4)[C:35]3=[O:49])[C:28]=2[CH2:27]1)([C:54]([CH3:57])([CH3:55])[CH3:56])([CH3:53])[CH3:52]. (5) Given the reactants Cl[C:2]1[N:7]=[C:6]([CH3:8])[C:5]([Cl:9])=[CH:4][N:3]=1.[NH2:10][C:11]1[CH:12]=[C:13]([C:18]2[S:22][C:21]([C:23]3([OH:27])[CH2:26][CH2:25][CH2:24]3)=[N:20][CH:19]=2)[CH:14]=[C:15]([CH3:17])[CH:16]=1.CC(C1C=C(C(C)C)C(C2C=CC=CC=2P(C2CCCCC2)C2CCCCC2)=C(C(C)C)C=1)C.C(=O)([O-])[O-].[K+].[K+], predict the reaction product. The product is: [Cl:9][C:5]1[C:6]([CH3:8])=[N:7][C:2]([NH:10][C:11]2[CH:12]=[C:13]([C:18]3[S:22][C:21]([C:23]4([OH:27])[CH2:26][CH2:25][CH2:24]4)=[N:20][CH:19]=3)[CH:14]=[C:15]([CH3:17])[CH:16]=2)=[N:3][CH:4]=1. (6) Given the reactants [F:1][C:2]1[CH:7]=[CH:6][CH:5]=[CH:4][C:3]=1[C:8]1[N:12]2[N:13]=[C:14]([SH:17])[CH:15]=[CH:16][C:11]2=[N:10][N:9]=1.C(=O)([O-])[O-].[Cs+].[Cs+].Br[CH:25]([CH2:31][CH3:32])[C:26]([O:28][CH2:29][CH3:30])=[O:27], predict the reaction product. The product is: [F:1][C:2]1[CH:7]=[CH:6][CH:5]=[CH:4][C:3]=1[C:8]1[N:12]2[N:13]=[C:14]([S:17][CH:25]([CH2:31][CH3:32])[C:26]([O:28][CH2:29][CH3:30])=[O:27])[CH:15]=[CH:16][C:11]2=[N:10][N:9]=1.